From a dataset of Forward reaction prediction with 1.9M reactions from USPTO patents (1976-2016). Predict the product of the given reaction. (1) Given the reactants [C:1]([OH:13])(=[O:12])[CH2:2][C:3]1[CH:11]=[CH:10][C:8]([OH:9])=[C:5]([O:6][CH3:7])[CH:4]=1.[CH:14](OC)(OC)OC.S(=O)(=O)(O)O, predict the reaction product. The product is: [C:1]([O:13][CH3:14])(=[O:12])[CH2:2][C:3]1[CH:11]=[CH:10][C:8]([OH:9])=[C:5]([O:6][CH3:7])[CH:4]=1. (2) Given the reactants [OH:1][C:2]1[CH:7]=[CH:6][CH:5]=[CH:4][C:3]=1[C:8]1[N:12]=[C:11]([C:13]2[CH:18]=[CH:17][CH:16]=[CH:15][C:14]=2[OH:19])[N:10]([C:20]2[CH:28]=[CH:27][C:23]([C:24]([OH:26])=O)=[CH:22][CH:21]=2)[N:9]=1.C(N(CC)CC)C.[NH:36]1[CH2:41][CH2:40][O:39][CH2:38][CH2:37]1, predict the reaction product. The product is: [OH:1][C:2]1[CH:7]=[CH:6][CH:5]=[CH:4][C:3]=1[C:8]1[N:12]=[C:11]([C:13]2[CH:18]=[CH:17][CH:16]=[CH:15][C:14]=2[OH:19])[N:10]([C:20]2[CH:28]=[CH:27][C:23]([C:24]([N:36]3[CH2:41][CH2:40][O:39][CH2:38][CH2:37]3)=[O:26])=[CH:22][CH:21]=2)[N:9]=1. (3) The product is: [F:1][C:2]1[C:7]([NH:8][CH2:9][C:10]2[CH:15]=[C:14]([CH3:16])[CH:13]=[C:12]([C:17]3[CH:22]=[CH:21][CH:20]=[C:19]([F:23])[CH:18]=3)[C:11]=2[F:24])=[C:6]([F:25])[CH:5]=[CH:4][C:3]=1[O:26][CH2:34][C:35]([O:37][CH2:38][CH3:39])=[O:36]. Given the reactants [F:1][C:2]1[C:7]([NH:8][CH2:9][C:10]2[CH:15]=[C:14]([CH3:16])[CH:13]=[C:12]([C:17]3[CH:22]=[CH:21][CH:20]=[C:19]([F:23])[CH:18]=3)[C:11]=2[F:24])=[C:6]([F:25])[CH:5]=[CH:4][C:3]=1[OH:26].C([O-])([O-])=O.[Na+].[Na+].Br[CH2:34][C:35]([O:37][CH2:38][CH3:39])=[O:36].C([O-])([O-])=O.[Cs+].[Cs+], predict the reaction product.